Dataset: Full USPTO retrosynthesis dataset with 1.9M reactions from patents (1976-2016). Task: Predict the reactants needed to synthesize the given product. (1) Given the product [CH2:36]([CH:11]1[CH:12]([C:14]2[N:18]3[C:19]4[CH:25]=[CH:24][N:23]([S:26]([C:29]5[CH:30]=[CH:31][C:32]([CH3:33])=[CH:34][CH:35]=5)(=[O:28])=[O:27])[C:20]=4[N:21]=[CH:22][C:17]3=[N:16][N:15]=2)[CH2:13][CH:9]([OH:8])[CH2:10]1)[CH3:37], predict the reactants needed to synthesize it. The reactants are: [Si]([O:8][C@H:9]1[CH2:13][C@H:12]([C:14]2[N:18]3[C:19]4[CH:25]=[CH:24][N:23]([S:26]([C:29]5[CH:35]=[CH:34][C:32]([CH3:33])=[CH:31][CH:30]=5)(=[O:28])=[O:27])[C:20]=4[N:21]=[CH:22][C:17]3=[N:16][N:15]=2)[C@H:11]([CH2:36][CH3:37])[CH2:10]1)(C(C)(C)C)(C)C.Cl.CCOC(C)=O. (2) The reactants are: C([O:8][N:9]1[C:14]2[N:15]=[CH:16][N:17]=[CH:18][C:13]=2[C:12]([NH:19][CH2:20][C:21]2[CH:30]=[CH:29][C:28]3[C:23](=[CH:24][CH:25]=[CH:26][CH:27]=3)[CH:22]=2)=[CH:11][C:10]1=[O:31])C1C=CC=CC=1.CO.[H][H]. Given the product [OH:8][N:9]1[C:14]2[N:15]=[CH:16][N:17]=[CH:18][C:13]=2[C:12]([NH:19][CH2:20][C:21]2[CH:30]=[CH:29][C:28]3[C:23](=[CH:24][CH:25]=[CH:26][CH:27]=3)[CH:22]=2)=[CH:11][C:10]1=[O:31], predict the reactants needed to synthesize it. (3) The reactants are: [CH2:1]([C:4]1[N:5]([C:19]([O:21][C:22]([CH3:25])([CH3:24])[CH3:23])=[O:20])[C:6]2[C:11]([C:12]=1[CH2:13][C:14]([O:16]CC)=[O:15])=[CH:10][CH:9]=[CH:8][CH:7]=2)[CH:2]=[CH2:3].O[Li].O.Cl. Given the product [CH2:1]([C:4]1[N:5]([C:19]([O:21][C:22]([CH3:25])([CH3:24])[CH3:23])=[O:20])[C:6]2[C:11]([C:12]=1[CH2:13][C:14]([OH:16])=[O:15])=[CH:10][CH:9]=[CH:8][CH:7]=2)[CH:2]=[CH2:3], predict the reactants needed to synthesize it.